Predict the product of the given reaction. From a dataset of Forward reaction prediction with 1.9M reactions from USPTO patents (1976-2016). (1) Given the reactants [CH3:1][O:2][CH2:3][CH2:4][CH2:5][CH2:6][N:7]1[C:12]2[CH:13]=[C:14]([C:21](O)=[O:22])[C:15]([C:17]([F:20])([F:19])[F:18])=[CH:16][C:11]=2[O:10][C:9]([CH3:25])([CH3:24])[C:8]1=[O:26].Cl.CN(C)CCCN=C=NCC.ON1C2C=CC=CC=2N=N1.[NH2:49][C@@H:50]1[C@H:55]([C:56]2[CH:61]=[CH:60][CH:59]=[CH:58][CH:57]=2)[CH2:54][CH2:53][N:52]([C:62]([O:64][C:65]([CH3:68])([CH3:67])[CH3:66])=[O:63])[CH2:51]1.[Cl-].[NH4+], predict the reaction product. The product is: [CH3:1][O:2][CH2:3][CH2:4][CH2:5][CH2:6][N:7]1[C:12]2[CH:13]=[C:14]([C:21]([NH:49][C@@H:50]3[C@H:55]([C:56]4[CH:61]=[CH:60][CH:59]=[CH:58][CH:57]=4)[CH2:54][CH2:53][N:52]([C:62]([O:64][C:65]([CH3:68])([CH3:67])[CH3:66])=[O:63])[CH2:51]3)=[O:22])[C:15]([C:17]([F:19])([F:18])[F:20])=[CH:16][C:11]=2[O:10][C:9]([CH3:25])([CH3:24])[C:8]1=[O:26]. (2) Given the reactants C(OC([NH:11][CH2:12][CH2:13][CH2:14][C@@H:15]([NH:18][C:19](=[O:41])[CH2:20][C@H:21]([O:33][CH2:34][C:35]1[CH:40]=[CH:39][CH:38]=[CH:37][CH:36]=1)[CH2:22][CH2:23][CH2:24][CH2:25][CH2:26][CH2:27][CH2:28][CH2:29][CH2:30][CH2:31][CH3:32])[CH2:16][OH:17])=O)C1C=CC=CC=1.Cl[CH2:43][O:44][CH2:45][C:46]1[CH:51]=[CH:50][CH:49]=[CH:48][CH:47]=1.C(N(C(C)C)CC)(C)C, predict the reaction product. The product is: [CH2:45]([O:44][CH2:43][O:17][CH2:16][C@H:15]([NH:18][C:19](=[O:41])[CH2:20][C@H:21]([O:33][CH2:34][C:35]1[CH:36]=[CH:37][CH:38]=[CH:39][CH:40]=1)[CH2:22][CH2:23][CH2:24][CH2:25][CH2:26][CH2:27][CH2:28][CH2:29][CH2:30][CH2:31][CH3:32])[CH2:14][CH2:13][CH2:12][NH2:11])[C:46]1[CH:51]=[CH:50][CH:49]=[CH:48][CH:47]=1. (3) Given the reactants [NH2:1][C@@H:2]([CH2:6][O:7][C:8]([O:10][C:11]1[C:16]([CH:17]([CH3:19])[CH3:18])=[CH:15][CH:14]=[CH:13][C:12]=1[CH:20]([CH3:22])[CH3:21])=[O:9])[C:3]([OH:5])=[O:4].[CH3:23][S:24]([OH:27])(=[O:26])=[O:25], predict the reaction product. The product is: [S:24]([OH:27])(=[O:26])(=[O:25])[CH3:23].[NH2:1][C@@H:2]([CH2:6][O:7][C:8]([O:10][C:11]1[C:16]([CH:17]([CH3:18])[CH3:19])=[CH:15][CH:14]=[CH:13][C:12]=1[CH:20]([CH3:22])[CH3:21])=[O:9])[C:3]([OH:5])=[O:4]. (4) Given the reactants [CH2:1]([O:8][C:9]([N:11]1[CH2:16][CH2:15][CH:14]([N:17]2[CH2:21][CH2:20][C@H:19]([NH:22]C(OC(C)(C)C)=O)[C:18]2=[O:30])[CH2:13][CH2:12]1)=[O:10])[C:2]1[CH:7]=[CH:6][CH:5]=[CH:4][CH:3]=1, predict the reaction product. The product is: [NH2:22][C@H:19]1[CH2:20][CH2:21][N:17]([CH:14]2[CH2:15][CH2:16][N:11]([C:9]([O:8][CH2:1][C:2]3[CH:7]=[CH:6][CH:5]=[CH:4][CH:3]=3)=[O:10])[CH2:12][CH2:13]2)[C:18]1=[O:30]. (5) Given the reactants [CH2:1]1[O:9][C:8]2[C:4](=[CH:5][S:6][CH:7]=2)[O:3][CH2:2]1.[CH2:10]1[CH2:14]O[CH2:12][CH2:11]1.[Li+].CC([N-][CH:20]([CH3:22])[CH3:21])C.[CH2:23]([Sn:27](Cl)([CH2:32][CH2:33][CH2:34][CH3:35])[CH2:28][CH2:29][CH2:30][CH3:31])[CH2:24][CH2:25][CH3:26], predict the reaction product. The product is: [CH2:12]([Sn:27]([CH2:28][CH2:22][CH2:20][CH3:21])([CH2:23][CH2:24][CH2:25][CH3:26])[C:5]1[S:6][C:7]([Sn:27]([CH2:32][CH2:33][CH2:34][CH3:35])([CH2:28][CH2:29][CH2:30][CH3:31])[CH2:23][CH2:24][CH2:25][CH3:26])=[C:8]2[O:9][CH2:1][CH2:2][O:3][C:4]=12)[CH2:11][CH2:10][CH3:14]. (6) Given the reactants Cl[C@@H:2]([C:20]1[CH:25]=[CH:24][CH:23]=[CH:22][CH:21]=1)[CH2:3][CH2:4][N:5]1[CH2:10][CH2:9][CH:8]([N:11]2[C:15]([CH3:16])=[N:14][N:13]=[C:12]2[CH:17]([CH3:19])[CH3:18])[CH2:7][CH2:6]1.C(=O)([O-])[O-:27].[K+].[K+].CC1C=CC(S(OCC[C@H](O)C2C=CC=CC=2)(=O)=O)=CC=1.C(C1N(C2CCNCC2)C(C)=NN=1)(C)C, predict the reaction product. The product is: [CH:17]([C:12]1[N:11]([CH:8]2[CH2:9][CH2:10][N:5]([CH2:4][CH2:3][C@@H:2]([C:20]3[CH:25]=[CH:24][CH:23]=[CH:22][CH:21]=3)[OH:27])[CH2:6][CH2:7]2)[C:15]([CH3:16])=[N:14][N:13]=1)([CH3:19])[CH3:18]. (7) Given the reactants [NH2:1][C:2]1[CH:16]=[CH:15][C:5]2[N:6]([CH3:14])[C:7](=[O:13])[CH2:8][CH2:9][C:10]([CH3:12])([CH3:11])[C:4]=2[CH:3]=1.Cl[C:18]1[N:23]=[C:22]([NH:24][C:25]2[CH:30]=[CH:29][CH:28]=[CH:27][C:26]=2[N:31]2[CH:35]=[CH:34][CH:33]=[N:32]2)[C:21]([Cl:36])=[CH:20][N:19]=1, predict the reaction product. The product is: [Cl:36][C:21]1[C:22]([NH:24][C:25]2[CH:30]=[CH:29][CH:28]=[CH:27][C:26]=2[N:31]2[CH:35]=[CH:34][CH:33]=[N:32]2)=[N:23][C:18]([NH:1][C:2]2[CH:16]=[CH:15][C:5]3[N:6]([CH3:14])[C:7](=[O:13])[CH2:8][CH2:9][C:10]([CH3:12])([CH3:11])[C:4]=3[CH:3]=2)=[N:19][CH:20]=1. (8) Given the reactants [Br:1][C:2]1[C:3]([C:7]2[CH:12]=[CH:11][N:10]=[CH:9][CH:8]=2)=[N:4][NH:5][CH:6]=1.[H-].[Na+].Cl[C:16]1[CH:23]=[CH:22][C:19]([C:20]#[N:21])=[CH:18][N:17]=1, predict the reaction product. The product is: [Br:1][C:2]1[C:3]([C:7]2[CH:12]=[CH:11][N:10]=[CH:9][CH:8]=2)=[N:4][N:5]([C:16]2[CH:23]=[CH:22][C:19]([C:20]#[N:21])=[CH:18][N:17]=2)[CH:6]=1. (9) Given the reactants C(Cl)(=O)C(Cl)=O.[C:7]([O:11][C:12]([NH:14][C:15]1[C:24]2[C:19](=[CH:20][CH:21]=[CH:22][CH:23]=2)[C:18]([C:25](O)=[O:26])=[CH:17][CH:16]=1)=[O:13])([CH3:10])([CH3:9])[CH3:8].[NH2:28][C:29]1[C:30]([C:35]([NH:37][CH2:38][CH:39]2[CH2:44][CH2:43][O:42][CH2:41][CH2:40]2)=[O:36])=[N:31][CH:32]=[CH:33][CH:34]=1, predict the reaction product. The product is: [O:42]1[CH2:41][CH2:40][CH:39]([CH2:38][NH:37][C:35]([C:30]2[C:29]([NH:28][C:25]([C:18]3[C:19]4[C:24](=[CH:23][CH:22]=[CH:21][CH:20]=4)[C:15]([NH:14][C:12](=[O:13])[O:11][C:7]([CH3:10])([CH3:9])[CH3:8])=[CH:16][CH:17]=3)=[O:26])=[CH:34][CH:33]=[CH:32][N:31]=2)=[O:36])[CH2:44][CH2:43]1.